Predict the reaction yield, written as a fraction of the theoretical maximum amount of product (1.0 means a 100% yield; for example, 0.34 means a 34% yield). From a dataset of Reaction yield outcomes from USPTO patents with 853,638 reactions. (1) The reactants are [Cl:1][C:2]1[C:3]([C:10]([O:12]C)=[O:11])=[N:4][CH:5]=[C:6]([O:8][CH3:9])[CH:7]=1.[OH-].[Na+].Cl. The catalyst is CO. The product is [Cl:1][C:2]1[C:3]([C:10]([OH:12])=[O:11])=[N:4][CH:5]=[C:6]([O:8][CH3:9])[CH:7]=1. The yield is 1.00. (2) The reactants are [Br:1]Br.[OH:3][C:4]([CH:11]1[CH2:16][CH2:15][N:14]([C:17]([O:19][C:20]([CH3:23])([CH3:22])[CH3:21])=[O:18])[CH2:13][CH2:12]1)([C:6]1[S:7][CH:8]=[CH:9][N:10]=1)[CH3:5].C([O-])(=O)C.[Na+]. The catalyst is C(O)(=O)C. The product is [Br:1][C:8]1[S:7][C:6]([C:4]([CH:11]2[CH2:16][CH2:15][N:14]([C:17]([O:19][C:20]([CH3:23])([CH3:22])[CH3:21])=[O:18])[CH2:13][CH2:12]2)([OH:3])[CH3:5])=[N:10][CH:9]=1. The yield is 0.386. (3) The reactants are [CH2:1]([NH:3][C:4]1[CH:5]=[C:6]([N:13]2[CH2:18][CH2:17][N:16]([C:19]([O:21][C:22]([CH3:25])([CH3:24])[CH3:23])=[O:20])[CH2:15][CH2:14]2)[CH:7]=[CH:8][C:9]=1[N+:10]([O-])=O)[CH3:2].CCO.O.NN. The catalyst is CCO.C1COCC1.[Ni]. The product is [NH2:10][C:9]1[CH:8]=[CH:7][C:6]([N:13]2[CH2:18][CH2:17][N:16]([C:19]([O:21][C:22]([CH3:23])([CH3:24])[CH3:25])=[O:20])[CH2:15][CH2:14]2)=[CH:5][C:4]=1[NH:3][CH2:1][CH3:2]. The yield is 0.930. (4) The reactants are [CH:1]1([C:4]#[CH:5])[CH2:3][CH2:2]1.[N:6]([CH2:9][C:10]([O:12][CH2:13][CH3:14])=[O:11])=[N+:7]=[N-:8].C(N(CC)CC)C. The catalyst is C(#N)C.[Cu](I)I. The product is [CH:1]1([C:4]2[N:8]=[N:7][N:6]([CH2:9][C:10]([O:12][CH2:13][CH3:14])=[O:11])[CH:5]=2)[CH2:3][CH2:2]1. The yield is 0.950. (5) The reactants are [Cl:1][C:2]1[CH:7]=[CH:6][C:5]([C:8](=O)[CH2:9][C:10](=O)[C:11]([F:14])([F:13])[F:12])=[CH:4][C:3]=1[CH3:17].[NH2:18][C:19]1[C:23]([C:24]2[CH:29]=[C:28]([CH3:30])[N:27]=[C:26]([CH3:31])[CH:25]=2)=[CH:22][NH:21][N:20]=1. No catalyst specified. The product is [Cl:1][C:2]1[CH:7]=[CH:6][C:5]([C:8]2[CH:9]=[C:10]([C:11]([F:14])([F:13])[F:12])[N:20]3[N:21]=[CH:22][C:23]([C:24]4[CH:29]=[C:28]([CH3:30])[N:27]=[C:26]([CH3:31])[CH:25]=4)=[C:19]3[N:18]=2)=[CH:4][C:3]=1[CH3:17]. The yield is 0.460.